Dataset: Forward reaction prediction with 1.9M reactions from USPTO patents (1976-2016). Task: Predict the product of the given reaction. (1) Given the reactants [F:1][C:2]1[CH:3]=[C:4]([NH:12][CH:13]2[CH2:16][O:15][CH2:14]2)[C:5]([C:8]([O:10][CH3:11])=[O:9])=[N:6][CH:7]=1.[Br:17]N1C(=O)CCC1=O, predict the reaction product. The product is: [Br:17][C:7]1[N:6]=[C:5]([C:8]([O:10][CH3:11])=[O:9])[C:4]([NH:12][CH:13]2[CH2:16][O:15][CH2:14]2)=[CH:3][C:2]=1[F:1]. (2) Given the reactants [CH:1]([NH:4][CH2:5][CH2:6][OH:7])([CH3:3])[CH3:2].[H-].[Na+].F[C:11]1[CH:16]=[CH:15][C:14]([N+:17]([O-:19])=[O:18])=[CH:13][CH:12]=1.Cl, predict the reaction product. The product is: [CH:1]([NH:4][CH2:5][CH2:6][O:7][C:11]1[CH:16]=[CH:15][C:14]([N+:17]([O-:19])=[O:18])=[CH:13][CH:12]=1)([CH3:3])[CH3:2]. (3) Given the reactants [Cl:1][C:2]1[CH:7]=[CH:6][CH:5]=[C:4]([S:8]([CH:11]2[CH2:13][CH2:12]2)(=[O:10])=[O:9])[C:3]=1Cl.[NH2:15][C:16]1[CH:20]=[CH:19][N:18]([CH3:21])[N:17]=1.Cl[C:23]1[C:32]2[C:27](=[CH:28][CH:29]=[C:30]([OH:33])[CH:31]=2)[N:26]=[CH:25][N:24]=1, predict the reaction product. The product is: [Cl:1][C:2]1[CH:7]=[CH:6][CH:5]=[C:4]([S:8]([CH:11]2[CH2:13][CH2:12]2)(=[O:10])=[O:9])[C:3]=1[O:33][C:30]1[CH:31]=[C:32]2[C:27](=[CH:28][CH:29]=1)[N:26]=[CH:25][N:24]=[C:23]2[NH:15][C:16]1[CH:20]=[CH:19][N:18]([CH3:21])[N:17]=1. (4) The product is: [Cl:38][C:2]1[C:3]([N:17]2[CH2:22][CH2:21][CH2:20][C@@H:19]([NH:23][C:24](=[O:30])[O:25][C:26]([CH3:29])([CH3:28])[CH3:27])[CH2:18]2)=[C:4]2[C:10]([NH:11][C:12](=[O:16])[CH:13]([CH3:15])[CH3:14])=[CH:9][NH:8][C:5]2=[N:6][CH:7]=1. Given the reactants Br[C:2]1[C:3]([N:17]2[CH2:22][CH2:21][CH2:20][C@@H:19]([NH:23][C:24](=[O:30])[O:25][C:26]([CH3:29])([CH3:28])[CH3:27])[CH2:18]2)=[C:4]2[C:10]([NH:11][C:12](=[O:16])[CH:13]([CH3:15])[CH3:14])=[CH:9][NH:8][C:5]2=[N:6][CH:7]=1.[Li]C.[Li]CCCC.[Cl:38]C(Cl)(Cl)C(Cl)(Cl)Cl, predict the reaction product.